This data is from Peptide-MHC class II binding affinity with 134,281 pairs from IEDB. The task is: Regression. Given a peptide amino acid sequence and an MHC pseudo amino acid sequence, predict their binding affinity value. This is MHC class II binding data. (1) The peptide sequence is VDGNPTVDIEEAPEM. The MHC is DRB1_1101 with pseudo-sequence DRB1_1101. The binding affinity (normalized) is 0.198. (2) The peptide sequence is AAAGAEAGKATTEEQ. The MHC is DRB1_1001 with pseudo-sequence DRB1_1001. The binding affinity (normalized) is 0.224. (3) The peptide sequence is EEDIEIIPIQEEEY. The MHC is HLA-DPA10103-DPB10401 with pseudo-sequence HLA-DPA10103-DPB10401. The binding affinity (normalized) is 0.229. (4) The MHC is DRB1_0101 with pseudo-sequence DRB1_0101. The binding affinity (normalized) is 0.209. The peptide sequence is FVSKVMIGSPKKV. (5) The peptide sequence is EKKYFRATQFEPLAA. The MHC is HLA-DQA10101-DQB10501 with pseudo-sequence HLA-DQA10101-DQB10501. The binding affinity (normalized) is 0.568.